This data is from Catalyst prediction with 721,799 reactions and 888 catalyst types from USPTO. The task is: Predict which catalyst facilitates the given reaction. Reactant: [NH2:1][S:2]([CH:5]1[CH2:10][CH2:9][N:8](C(OCC2C=CC=CC=2)=O)[CH2:7][CH2:6]1)(=[O:4])=[O:3]. Product: [NH:8]1[CH2:9][CH2:10][CH:5]([S:2]([NH2:1])(=[O:4])=[O:3])[CH2:6][CH2:7]1. The catalyst class is: 105.